From a dataset of Reaction yield outcomes from USPTO patents with 853,638 reactions. Predict the reaction yield, written as a fraction of the theoretical maximum amount of product (1.0 means a 100% yield; for example, 0.34 means a 34% yield). (1) The reactants are Br[C:2]1[CH:7]=[CH:6][C:5]([F:8])=[CH:4][C:3]=1[CH3:9].C([Li])CCC.[C:15](=[O:17])=[O:16]. The catalyst is C(OCC)C. The product is [F:8][C:5]1[CH:6]=[CH:7][C:2]([C:15]([OH:17])=[O:16])=[C:3]([CH3:9])[CH:4]=1. The yield is 0.610. (2) The reactants are [CH2:1]([O:3][C:4]([O:6][C@H:7]([N:9]1[N:13]=[N:12][C:11]([C:14]2[N:18]([CH3:19])[N:17]=[CH:16][C:15]=2[C:20]2[CH:48]=[CH:47][C:23]([C:24]([N:26]([C:40]3[C:45]([CH3:46])=[CH:44][CH:43]=[CH:42][N:41]=3)[C@@H:27]3[CH2:32][CH2:31][CH2:30][N:29](C(OC(C)(C)C)=O)[CH2:28]3)=[O:25])=[CH:22][CH:21]=2)=[N:10]1)[CH3:8])=[O:5])[CH3:2].Cl.O1CCOCC1. The catalyst is C(#N)C. The product is [C:4](=[O:5])([O:6][C@H:7]([N:9]1[N:13]=[N:12][C:11]([C:14]2[N:18]([CH3:19])[N:17]=[CH:16][C:15]=2[C:20]2[CH:48]=[CH:47][C:23]([C:24](=[O:25])[N:26]([C:40]3[C:45]([CH3:46])=[CH:44][CH:43]=[CH:42][N:41]=3)[C@@H:27]3[CH2:32][CH2:31][CH2:30][NH:29][CH2:28]3)=[CH:22][CH:21]=2)=[N:10]1)[CH3:8])[O:3][CH2:1][CH3:2]. The yield is 0.650. (3) The reactants are C(OP([CH2:9][C:10]([O:12][CH2:13][CH3:14])=[O:11])(OCC)=O)C.[H-].[Na+].[Cl:17][C:18]1[C:19]([O:28][C:29]2[CH:36]=[C:35]([O:37][CH2:38][O:39][CH3:40])[CH:34]=[CH:33][C:30]=2[CH:31]=O)=[N:20][CH:21]=[C:22]([C:24]([F:27])([F:26])[F:25])[CH:23]=1.[Cl-].[NH4+]. The catalyst is O1CCCC1.CN(C)C=O. The product is [Cl:17][C:18]1[C:19]([O:28][C:29]2[CH:36]=[C:35]([O:37][CH2:38][O:39][CH3:40])[CH:34]=[CH:33][C:30]=2/[CH:31]=[CH:9]/[C:10]([O:12][CH2:13][CH3:14])=[O:11])=[N:20][CH:21]=[C:22]([C:24]([F:27])([F:26])[F:25])[CH:23]=1. The yield is 1.00. (4) The catalyst is COC(OC)N(C)C. The yield is 0.470. The product is [F:29][C:30]1[CH:35]=[CH:34][CH:33]=[CH:32][C:31]=1[N:36]1[C:1]([C:4]2[C:9](=[O:10])[C:8]([O:11][CH3:12])=[CH:7][N:6]([C:13]3[CH:18]=[CH:17][C:16]([N:19]4[CH:23]=[CH:22][CH:21]=[N:20]4)=[CH:15][C:14]=3[F:24])[N:5]=2)=[CH:2][CH:25]=[N:37]1. The reactants are [C:1]([C:4]1[C:9](=[O:10])[C:8]([O:11][CH3:12])=[CH:7][N:6]([C:13]2[CH:18]=[CH:17][C:16]([N:19]3[CH:23]=[CH:22][CH:21]=[N:20]3)=[CH:15][C:14]=2[F:24])[N:5]=1)(=O)[CH3:2].[CH3:25]C(O)=O.[F:29][C:30]1[CH:35]=[CH:34][CH:33]=[CH:32][C:31]=1[NH:36][NH2:37]. (5) The reactants are Cl[C:2]1[CH:7]=[CH:6][N:5]=[C:4]([NH2:8])[N:3]=1.[CH3:9][NH:10][CH3:11]. The catalyst is O. The yield is 0.760. The product is [CH3:9][N:10]([CH3:11])[C:2]1[CH:7]=[CH:6][N:5]=[C:4]([NH2:8])[N:3]=1. (6) The reactants are [Cl:1][C:2]1[CH:7]=[CH:6][C:5]([F:8])=[CH:4][C:3]=1[C@H:9]1[CH2:13][CH2:12][CH2:11][N:10]1[C:14]1[CH:19]=[CH:18][N:17]2[N:20]=[CH:21][C:22]([NH2:23])=[C:16]2[N:15]=1.C1N=CN([C:29](N2C=NC=C2)=[O:30])C=1.Cl.[CH3:37][C:38]1([OH:42])[CH2:41][NH:40][CH2:39]1.COC1CNC1.CCN(C(C)C)C(C)C. The catalyst is C(Cl)Cl. The product is [Cl:1][C:2]1[CH:7]=[CH:6][C:5]([F:8])=[CH:4][C:3]=1[C@H:9]1[CH2:13][CH2:12][CH2:11][N:10]1[C:14]1[CH:19]=[CH:18][N:17]2[N:20]=[CH:21][C:22]([NH:23][C:29]([N:40]3[CH2:41][C:38]([OH:42])([CH3:37])[CH2:39]3)=[O:30])=[C:16]2[N:15]=1. The yield is 0.710. (7) The reactants are Cl.Cl[CH2:3][C:4]1[CH:9]=[CH:8][C:7]([C:10]2[O:14][N:13]=[C:12]([C:15]3[CH:16]=[CH:17][C:18]([N:21]4[CH2:26][CH2:25][N:24]([CH:27]([CH3:29])[CH3:28])[CH2:23][CH2:22]4)=[N:19][CH:20]=3)[N:11]=2)=[CH:6][CH:5]=1.[NH:30]1[CH2:35][CH2:34][CH2:33][CH2:32][CH2:31]1. The catalyst is C(O)C. The product is [CH:27]([N:24]1[CH2:23][CH2:22][N:21]([C:18]2[CH:17]=[CH:16][C:15]([C:12]3[N:11]=[C:10]([C:7]4[CH:6]=[CH:5][C:4]([CH2:3][N:30]5[CH2:35][CH2:34][CH2:33][CH2:32][CH2:31]5)=[CH:9][CH:8]=4)[O:14][N:13]=3)=[CH:20][N:19]=2)[CH2:26][CH2:25]1)([CH3:29])[CH3:28]. The yield is 1.00. (8) The reactants are FC(F)(F)C1C=C(NC(=O)NC2C=CC(C3SC(CCC(O)=O)=NC=3)=CC=2)C=CC=1.[CH3:31][C:32]([CH3:63])([CH2:37][CH2:38][C:39]1[S:40][C:41]([C:44]2[CH:49]=[CH:48][C:47]([NH:50][C:51]([NH:53][C:54]3[CH:59]=[C:58]([F:60])[C:57]([F:61])=[CH:56][C:55]=3[F:62])=[O:52])=[CH:46][CH:45]=2)=[CH:42][N:43]=1)[C:33]([O:35]C)=[O:34]. No catalyst specified. The product is [CH3:31][C:32]([CH3:63])([CH2:37][CH2:38][C:39]1[S:40][C:41]([C:44]2[CH:49]=[CH:48][C:47]([NH:50][C:51]([NH:53][C:54]3[CH:59]=[C:58]([F:60])[C:57]([F:61])=[CH:56][C:55]=3[F:62])=[O:52])=[CH:46][CH:45]=2)=[CH:42][N:43]=1)[C:33]([OH:35])=[O:34]. The yield is 0.820.